Dataset: Forward reaction prediction with 1.9M reactions from USPTO patents (1976-2016). Task: Predict the product of the given reaction. (1) Given the reactants C(OC(=O)C(OCC)CC1C=CC(O)=C(C)C=1)C1C=CC=CC=1.CC1OC(C2C=CC=CC=2)=NC=1CC(O)=O.[CH2:40]([O:47][C:48](=[O:83])[CH:49]([O:80][CH2:81][CH3:82])[CH2:50][C:51]1[CH:56]=[CH:55][C:54]([O:57][C:58](=[O:72])[CH2:59][C:60]2[N:61]=[C:62]([C:66]3[CH:71]=[CH:70][CH:69]=[CH:68][CH:67]=3)[O:63][C:64]=2[CH3:65])=[C:53]([CH2:73]C2C=CC=CC=2)[CH:52]=1)[C:41]1[CH:46]=[CH:45][CH:44]=[CH:43][CH:42]=1, predict the reaction product. The product is: [CH2:40]([O:47][C:48](=[O:83])[CH:49]([O:80][CH2:81][CH3:82])[CH2:50][C:51]1[CH:56]=[CH:55][C:54]([O:57][C:58](=[O:72])[CH2:59][C:60]2[N:61]=[C:62]([C:66]3[CH:67]=[CH:68][CH:69]=[CH:70][CH:71]=3)[O:63][C:64]=2[CH3:65])=[C:53]([CH3:73])[CH:52]=1)[C:41]1[CH:46]=[CH:45][CH:44]=[CH:43][CH:42]=1. (2) Given the reactants [NH2:1][C:2]1[CH:10]=[C:9]([F:11])[CH:8]=[CH:7][C:3]=1[C:4](O)=[O:5].[CH3:12][NH:13]C(NC)=O, predict the reaction product. The product is: [NH2:1][C:2]1[CH:10]=[C:9]([F:11])[CH:8]=[CH:7][C:3]=1[C:4]([NH:13][CH3:12])=[O:5]. (3) The product is: [Cl:12][C:11]1[CH:10]=[C:9]2[C:4]([CH:5]([CH3:30])[CH2:6][CH2:7][N:8]2[C:13]2[C:17]3[CH2:18][N:19]([C:22](=[O:24])[CH3:23])[CH2:20][CH2:21][C:16]=3[N:15]([C@H:25]3[CH2:29][CH2:28][O:27][CH2:26]3)[N:14]=2)=[CH:3][C:2]=1[C:35]1[CH:34]=[N:33][N:32]([CH3:31])[CH:36]=1. Given the reactants Br[C:2]1[CH:3]=[C:4]2[C:9](=[CH:10][C:11]=1[Cl:12])[N:8]([C:13]1[C:17]3[CH2:18][N:19]([C:22](=[O:24])[CH3:23])[CH2:20][CH2:21][C:16]=3[N:15]([C@H:25]3[CH2:29][CH2:28][O:27][CH2:26]3)[N:14]=1)[CH2:7][CH2:6][CH:5]2[CH3:30].[CH3:31][N:32]1[CH:36]=[C:35](B2OC(C)(C)C(C)(C)O2)[CH:34]=[N:33]1.C(=O)([O-])[O-].[K+].[K+], predict the reaction product. (4) Given the reactants FC(F)(F)C(O)=O.[CH3:8][CH:9]([CH3:17])[C@H:10]([NH:15][CH3:16])/[CH:11]=[CH:12]/[C:13]#[N:14].[C:18]([O:22][C:23]([NH:25][CH:26]([C:30]([CH3:33])([CH3:32])[CH3:31])[C:27]([OH:29])=O)=[O:24])([CH3:21])([CH3:20])[CH3:19].F[P-](F)(F)(F)(F)F.N1(O[P+](N2CCCC2)(N2CCCC2)N2CCCC2)C2C=CC=CC=2N=N1.CCN(C(C)C)C(C)C, predict the reaction product. The product is: [C:13](/[CH:12]=[CH:11]/[C@@H:10]([N:15]([CH3:16])[C:27]([C@@H:26]([NH:25][C:23](=[O:24])[O:22][C:18]([CH3:19])([CH3:20])[CH3:21])[C:30]([CH3:33])([CH3:32])[CH3:31])=[O:29])[CH:9]([CH3:17])[CH3:8])#[N:14]. (5) Given the reactants Cl[C:2]1[N:7]=[C:6]([N:8]([CH2:19][C:20]([CH3:22])=[CH2:21])[C:9]2[CH:14]=[CH:13][C:12]([C:15]([F:18])([F:17])[F:16])=[CH:11][CH:10]=2)[CH:5]=[C:4]([CH3:23])[CH:3]=1.[F:24][C:25]([F:36])([F:35])[C:26]1[CH:31]=[CH:30][C:29](B(O)O)=[CH:28][CH:27]=1.C([O-])([O-])=O.[Na+].[Na+], predict the reaction product. The product is: [CH3:22][C:20](=[CH2:21])[CH2:19][N:8]([C:6]1[CH:5]=[C:4]([CH3:23])[CH:3]=[C:2]([C:29]2[CH:30]=[CH:31][C:26]([C:25]([F:36])([F:35])[F:24])=[CH:27][CH:28]=2)[N:7]=1)[C:9]1[CH:14]=[CH:13][C:12]([C:15]([F:18])([F:17])[F:16])=[CH:11][CH:10]=1.